This data is from Reaction yield outcomes from USPTO patents with 853,638 reactions. The task is: Predict the reaction yield, written as a fraction of the theoretical maximum amount of product (1.0 means a 100% yield; for example, 0.34 means a 34% yield). (1) The reactants are Br[C:2]1C=C(CO)C(F)=C[N:3]=1.Cl[C:12]1[C:17]([Cl:18])=[C:16]([CH2:19][OH:20])[CH:15]=[CH:14][N:13]=1. No catalyst specified. The product is [Cl:18][C:17]1[C:12]([C:2]#[N:3])=[N:13][CH:14]=[CH:15][C:16]=1[CH2:19][OH:20]. The yield is 0.620. (2) The reactants are [CH2:1]([NH:19][C:20](=[O:45])[CH2:21][CH2:22][CH:23]([CH:25]1[C:41]2([CH3:42])[CH:28]([CH:29]3[CH:38]([CH2:39][CH2:40]2)[C:37]2([CH3:43])[CH:32]([CH2:33][CH:34]([OH:44])[CH2:35][CH2:36]2)[CH2:31][CH2:30]3)[CH2:27][CH2:26]1)[CH3:24])[CH2:2][CH2:3][CH2:4][CH2:5][CH2:6][CH2:7][CH2:8][CH2:9][CH2:10][CH2:11][CH2:12][CH2:13][CH2:14][CH2:15][CH2:16][CH2:17][CH3:18].[C:46](=O)([O:55]N1C(=O)CCC1=O)[O:47][N:48]1[C:52](=[O:53])[CH2:51][CH2:50][C:49]1=[O:54].C(N(CC)CC)C.C(#N)C. The catalyst is ClCCl. The product is [O:54]=[C:49]1[CH2:50][CH2:51][C:52](=[O:53])[N:48]1[O:47][C:46](=[O:55])[O:44][CH:34]1[CH2:33][CH:32]2[C:37]([CH3:43])([CH:38]3[CH:29]([CH2:30][CH2:31]2)[CH:28]2[C:41]([CH3:42])([CH:25]([CH:23]([CH3:24])[CH2:22][CH2:21][C:20](=[O:45])[NH:19][CH2:1][CH2:2][CH2:3][CH2:4][CH2:5][CH2:6][CH2:7][CH2:8][CH2:9][CH2:10][CH2:11][CH2:12][CH2:13][CH2:14][CH2:15][CH2:16][CH2:17][CH3:18])[CH2:26][CH2:27]2)[CH2:40][CH2:39]3)[CH2:36][CH2:35]1. The yield is 0.810.